This data is from Experimentally validated miRNA-target interactions with 360,000+ pairs, plus equal number of negative samples. The task is: Binary Classification. Given a miRNA mature sequence and a target amino acid sequence, predict their likelihood of interaction. (1) The miRNA is cel-miR-237-5p with sequence UCCCUGAGAAUUCUCGAACAGCU. The protein sequence of the target gene is MTLLTSSLLLFSLLTSRLEAIPVLEKSPAHPAHSAHPAHPAHPAHPAHPSPGVRILRAPESLVAPLGDEVVLECETSLQPERFEWSHRSSRSPGAGFKYLKTGTAKANVSQEAAISRLRVLVRPDTLGEYRCVGWFGPLVVTSTIARLELASTSLVDAQESESPLQWRVSAGNSVLWSCGQQVQSNPSASWSYYRNGVEIKPEFIGTNGNLFLSNVSSESSGSYSCQATNPASGERIQLPGSLQLQVTPEQRSESKSPHLLRGQPSSQEITIREGSSLLLLCPGVGSPPPTVVWSSPDVV.... Result: 0 (no interaction). (2) The miRNA is hsa-miR-593-3p with sequence UGUCUCUGCUGGGGUUUCU. The protein sequence of the target gene is MKELQDIARLSDRFISVELVNENLFDWNVKLHQVDKDSVLWQDMKETNTEFILLNLTFPDNFPFSPPFMRVLSPRLENGYVLDGGAICMELLTPRGWSSAYTVEAVMRQFAASLVKGQGRICRKAGKSKKSFSRKEAEATFKSLVKTHEKYGWVTPPVSDG. Result: 0 (no interaction). (3) The miRNA is hsa-miR-922 with sequence GCAGCAGAGAAUAGGACUACGUC. The protein sequence of the target gene is MLLFGLLVAGVADGCDLVPRHLRGRRASGSAGAAASPSAAAAGERQALLTDPCMSLSPPCFTEEDRFSLEALQTIHKQMDDDKDGGIEVDESDEFIREDMKYKDATNKHSHLHREDKHITVEDLWKQWKTSEVHNWTLEDTLQWLIEFVELPQYEKNFRDNNVKGTTLPRIAVHETSFMISQLKISDRSHRQKLQLKALDVVLFGPLTRPPHNWMKDFILTISIVIGVGGCWFAYTQNKTSKEHVAKMMKDLESLQTAEQSLMDLQERLEKAQEENRTVAVEKQNLERKMMDEINYAKEE.... Result: 0 (no interaction). (4) The miRNA is mmu-miR-466a-5p with sequence UAUGUGUGUGUACAUGUACAUA. The protein sequence of the target gene is MSTGTFVVSQPLNYRGGARVEPVDASGTEKAFEPATGRVIATFACSGEKEVNLAVENAKAAFKLWSKKSGLERCQVLLEAARIIKERKDEIATVETINNGKSIFEARLDVDTCWQCLEYYAGLAASMAGEHIQLPGGSFGYTRREPLGVCVGIGAWNYPFQIACWKSAPALACGNAMIFKPSPFTPVSALLLAEIYTKAGAPPGLFNVVQGGAATGQFLCHHREVAKISFTGSVPTGVKIMEMSAKGVKPITLELGGKSPLIIFSDCNMENAVKGALMANFLTQGQVCCNGTRVFVQKEI.... Result: 0 (no interaction). (5) The protein sequence of the target gene is MAELQMLLEEEIPGGRRALFDSYTNLERVADYCENNYIQSADKQRALEETKAYTTQSLASVAYLINTLANNVLQMLDIQASQLRRMESSINHISQTVDIHKEKVARREIGILTTNKNTSRTHKIIAPANLERPVRYIRKPIDYTILDDIGHGVKWLLRFKVSTQNMKMGGLPRTTPPTQKPPSPPMSGKGTLGRHSPYRTLEPVRPPVVPNDYVPSPTRNMAPSQQSPVRTASVNQRNRTYSSSGSSGGSHPSSRSSSRENSGSGSVGVPIAVPTPSPPSVFPAPAGSAGTPPLPATSAS.... The miRNA is hsa-miR-6877-3p with sequence CAGCCUCUGCCCUUGGCCUCC. Result: 1 (interaction). (6) The miRNA is hsa-miR-155-5p with sequence UUAAUGCUAAUCGUGAUAGGGGUU. The protein sequence of the target gene is MSLSENSVFAYESSVHSTNVLLSLNDQRKKDVLCDVTIFVEGQRFRAHRSVLAACSSYFHSRIVGQADGELNITLPEEVTVKGFEPLIQFAYTAKLILSKENVDEVCKCVEFLSVHNIEESCFQFLKFKFLDSTADQQECPRKKCFSSHCQKTDLKLSLLDQRDLETDEVEEFLENKNVQTPQCKLRRYQGNAKASPPLQDSASQTYESMCLEKDAALALPSLCPKYRKFQKAFGTDRVRTGESSVKDIHASVQPNERSENECLGGVPECRDLQVMLKCDESKLAMEPEETKKDPASQCP.... Result: 1 (interaction). (7) Result: 1 (interaction). The protein sequence of the target gene is MDWDWGNRCSRPGRRDLLCVLALLAGCLLPVCRTRVYTNHWAVKIAGGFAEADRIASKYGFINVGQIGALKDYYHFYHSRTIKRSVLSSRGTHSFISMEPKVEWIQQQVVKKRTKRDYDLSHAQSTYFNDPKWPSMWYMHCSDNTHPCQSDMNIEGAWKRGYTGKNIVVTILDDGIERTHPDLMQNYDALASCDVNGNDLDPMPRYDASNENKHGTRCAGEVAATANNSHCTVGIAFNAKIGGVRMLDGDVTDMVEAKSVSYNPQHVHIYSASWGPDDDGKTVDGPAPLTRQAFENGVRM.... The miRNA is mmu-miR-466n-3p with sequence UAUACAUGAGAGCAUACAUAGA. (8) The miRNA is mmu-miR-741-3p with sequence UGAGAGAUGCCAUUCUAUGUAGA. The protein sequence of the target gene is MWVPGFGSARLPQRRRSGLESSSVRPLWLLLLFLLAAVRPVRAWESGDLELFDLVEEVQLNFYEFLGVQQDASSADIRKAYRKLSLTLHPDKNKDENAETQFRQLVAIYEVLKDDERRQRYDDVLINGLPDWRQPVFYYRRVRKMSNAELALLLFIILTVGHYAVVWSIYLEKQLDELLGRKKRERKKKTGSKSVDAAKLGASEKNERLLIKPQWHDLLPCKLGIWFCLTLKALPHLIQDAGQFYAKYKETKLKEKEDALARIEIETLQKQKKVKVKKPKPEFPVYMPLENTYIQSYDHG.... Result: 1 (interaction).